This data is from Forward reaction prediction with 1.9M reactions from USPTO patents (1976-2016). The task is: Predict the product of the given reaction. (1) Given the reactants C([N:8]1[CH:13]2[CH2:14][CH2:15][CH:9]1[CH2:10][C:11]([C:17]1[CH:22]=[CH:21][CH:20]=[CH:19][C:18]=1[Cl:23])([OH:16])[CH2:12]2)C1C=CC=CC=1.ClC(OC(Cl)=O)C, predict the reaction product. The product is: [Cl:23][C:18]1[CH:19]=[CH:20][CH:21]=[CH:22][C:17]=1[C:11]1([OH:16])[CH2:10][CH:9]2[NH:8][CH:13]([CH2:14][CH2:15]2)[CH2:12]1. (2) Given the reactants [F:1][C:2]([F:34])([F:33])[C@H:3]([NH:5][S:6]([C:9]1[CH:10]=[N:11][C:12]([C:15]2[N:16]([CH:28]3[CH2:32][CH2:31][CH2:30][CH2:29]3)[C:17]3[C:22]([C:23]=2[C:24]#[N:25])=[CH:21][C:20](Br)=[C:19]([CH3:27])[CH:18]=3)=[CH:13][CH:14]=1)(=[O:8])=[O:7])[CH3:4].B1(B2OC(C)(C)C(C)(C)O2)OC(C)(C)C(C)(C)[O:36]1.C([O-])(=O)C.[K+], predict the reaction product. The product is: [F:1][C:2]([F:34])([F:33])[C@H:3]([NH:5][S:6]([C:9]1[CH:10]=[N:11][C:12]([C:15]2[N:16]([CH:28]3[CH2:32][CH2:31][CH2:30][CH2:29]3)[C:17]3[C:22]([C:23]=2[C:24]#[N:25])=[CH:21][C:20]([OH:36])=[C:19]([CH3:27])[CH:18]=3)=[CH:13][CH:14]=1)(=[O:8])=[O:7])[CH3:4]. (3) Given the reactants [CH3:1][O:2][C:3]1[CH:11]=[C:10]2[C:6]([CH:7]=[N:8][NH:9]2)=[CH:5][C:4]=1[NH:12][C:13]1[C:14]2[C:21]3[CH2:22][CH2:23][CH:24]([C:26](O)=[O:27])[CH2:25][C:20]=3[S:19][C:15]=2[N:16]=[CH:17][N:18]=1.[NH:29]([CH2:33][CH2:34][OH:35])[CH2:30][CH2:31][OH:32], predict the reaction product. The product is: [OH:32][CH2:31][CH2:30][N:29]([CH2:33][CH2:34][OH:35])[C:26]([CH:24]1[CH2:23][CH2:22][C:21]2[C:14]3[C:13]([NH:12][C:4]4[CH:5]=[C:6]5[C:10](=[CH:11][C:3]=4[O:2][CH3:1])[NH:9][N:8]=[CH:7]5)=[N:18][CH:17]=[N:16][C:15]=3[S:19][C:20]=2[CH2:25]1)=[O:27]. (4) Given the reactants [NH2:1][C:2]1[C:18]([Br:19])=[CH:17][C:5]2[C:6]([C:12]([O:14]CC)=[O:13])=[C:7]([CH:9]3[CH2:11][CH2:10]3)[O:8][C:4]=2[CH:3]=1.O[Li].O.Cl, predict the reaction product. The product is: [NH2:1][C:2]1[C:18]([Br:19])=[CH:17][C:5]2[C:6]([C:12]([OH:14])=[O:13])=[C:7]([CH:9]3[CH2:11][CH2:10]3)[O:8][C:4]=2[CH:3]=1. (5) Given the reactants [F:1][C:2]([F:45])([F:44])[C:3]1[CH:4]=[C:5]([C@H:13]2[O:17][C:16](=[O:18])[N:15]([CH2:19][C:20]3[C:25]([C:26]4[CH:27]=[C:28]([CH2:34][CH2:35][C:36]([O:38][CH3:39])=[O:37])[CH:29]=[CH:30][C:31]=4[O:32][CH3:33])=[C:24]([CH3:40])[N:23]=[C:22](SC)[N:21]=3)[C@H:14]2[CH3:43])[CH:6]=[C:7]([C:9]([F:12])([F:11])[F:10])[CH:8]=1.C1C=C(Cl)C=C(C(OO)=O)C=1.[F:57][C:58]1([F:62])[CH2:61][NH:60][CH2:59]1.CCN(CC)CC, predict the reaction product. The product is: [F:1][C:2]([F:45])([F:44])[C:3]1[CH:4]=[C:5]([C@H:13]2[O:17][C:16](=[O:18])[N:15]([CH2:19][C:20]3[C:25]([C:26]4[CH:27]=[C:28]([CH2:34][CH2:35][C:36]([O:38][CH3:39])=[O:37])[CH:29]=[CH:30][C:31]=4[O:32][CH3:33])=[C:24]([CH3:40])[N:23]=[C:22]([N:60]4[CH2:61][C:58]([F:62])([F:57])[CH2:59]4)[N:21]=3)[C@H:14]2[CH3:43])[CH:6]=[C:7]([C:9]([F:12])([F:11])[F:10])[CH:8]=1. (6) Given the reactants ClC1C=C(C=CC=1)C(OO)=[O:6].[F:12][C:13]1[CH:14]=[C:15]([NH:20][CH:21]([C:23]2[CH:24]=[C:25]([C:37]([O:39][CH3:40])=[O:38])[CH:26]=[C:27]3[C:32]=2[O:31][C:30]([S:33][CH2:34][CH3:35])=[CH:29][C:28]3=[O:36])[CH3:22])[CH:16]=[C:17]([F:19])[CH:18]=1, predict the reaction product. The product is: [F:12][C:13]1[CH:14]=[C:15]([NH:20][CH:21]([C:23]2[CH:24]=[C:25]([C:37]([O:39][CH3:40])=[O:38])[CH:26]=[C:27]3[C:32]=2[O:31][C:30]([S:33]([CH2:34][CH3:35])=[O:6])=[CH:29][C:28]3=[O:36])[CH3:22])[CH:16]=[C:17]([F:19])[CH:18]=1.